Dataset: Full USPTO retrosynthesis dataset with 1.9M reactions from patents (1976-2016). Task: Predict the reactants needed to synthesize the given product. (1) Given the product [ClH:36].[NH2:1][C:4]1[CH:5]=[C:6]([S:10]([C:13]2[CH:14]=[C:15]3[C:19](=[CH:20][CH:21]=2)[N:18]([CH3:22])[C:17]2[CH2:23][CH:24]4[NH:28][CH:27]([C:16]3=2)[CH2:26][CH2:25]4)(=[O:12])=[O:11])[CH:7]=[CH:8][CH:9]=1, predict the reactants needed to synthesize it. The reactants are: [N+:1]([C:4]1[CH:5]=[C:6]([S:10]([C:13]2[CH:21]=[CH:20][C:19]3[N:18]([CH3:22])[C:17]4[CH2:23][CH:24]5[NH:28][CH:27]([C:16]=4[C:15]=3[C:14]=2C(OC(C)(C)C)=O)[CH2:26][CH2:25]5)(=[O:12])=[O:11])[CH:7]=[CH:8][CH:9]=1)([O-])=O.[ClH:36]. (2) Given the product [Br:13][C:14]1[CH:19]=[CH:18][C:17]([NH:20][C:21]2[C:22]([C:30]3[O:31][C:1](=[O:2])[NH:33][N:32]=3)=[CH:23][N:24]([CH3:29])[C:25](=[O:28])[C:26]=2[CH3:27])=[C:16]([F:34])[CH:15]=1, predict the reactants needed to synthesize it. The reactants are: [C:1](N1C=CN=C1)(N1C=CN=C1)=[O:2].[Br:13][C:14]1[CH:19]=[CH:18][C:17]([NH:20][C:21]2[C:22]([C:30]([NH:32][NH2:33])=[O:31])=[CH:23][N:24]([CH3:29])[C:25](=[O:28])[C:26]=2[CH3:27])=[C:16]([F:34])[CH:15]=1. (3) Given the product [Cl:1][C:2]1[C:6]([C:7]([OH:15])=[O:20])=[CH:5][N:4]([C:8]2[CH:9]=[N:10][CH:11]=[CH:12][CH:13]=2)[N:3]=1, predict the reactants needed to synthesize it. The reactants are: [Cl:1][C:2]1[C:6]([CH3:7])=[CH:5][N:4]([C:8]2[CH:9]=[N:10][CH:11]=[CH:12][CH:13]=2)[N:3]=1.[Mn]([O-])(=O)(=O)=[O:15].[Na+].[OH2:20]. (4) Given the product [C:15]1([S:21]([N:10]2[C:6]3[N:7]=[CH:8][N:9]=[C:4]([Cl:3])[C:5]=3[CH:12]=[CH:11]2)(=[O:23])=[O:22])[CH:20]=[CH:19][CH:18]=[CH:17][CH:16]=1, predict the reactants needed to synthesize it. The reactants are: [H-].[Na+].[Cl:3][C:4]1[C:5]2[CH:12]=[CH:11][NH:10][C:6]=2[N:7]=[CH:8][N:9]=1.[H][H].[C:15]1([S:21](Cl)(=[O:23])=[O:22])[CH:20]=[CH:19][CH:18]=[CH:17][CH:16]=1. (5) Given the product [Si:1]([O:8][C@@H:9]1[CH2:10][C:11](=[O:16])[N:12]([C:18]2[CH:25]=[CH:24][C:21]([C:22]#[N:23])=[C:20]([C:26]([F:27])([F:29])[F:28])[CH:19]=2)[C@H:13]1[CH2:14][CH3:15])([C:4]([CH3:7])([CH3:6])[CH3:5])([CH3:3])[CH3:2], predict the reactants needed to synthesize it. The reactants are: [Si:1]([O:8][C@H:9]1[C@H:13]([CH2:14][CH3:15])[NH:12][C:11](=[O:16])[CH2:10]1)([C:4]([CH3:7])([CH3:6])[CH3:5])([CH3:3])[CH3:2].I[C:18]1[CH:25]=[CH:24][C:21]([C:22]#[N:23])=[C:20]([C:26]([F:29])([F:28])[F:27])[CH:19]=1.C(=O)([O-])[O-].[Cs+].[Cs+].C1(P(C2C=CC=CC=2)C2C3OC4C(=CC=CC=4P(C4C=CC=CC=4)C4C=CC=CC=4)C(C)(C)C=3C=CC=2)C=CC=CC=1. (6) Given the product [NH2:1][C:2]1[CH:3]=[C:4]([C:9]2[N:13]=[C:12]([CH2:14][CH2:15][C:16]([CH3:19])([OH:18])[CH3:17])[O:11][N:10]=2)[CH:5]=[CH:6][C:7]=1[F:8], predict the reactants needed to synthesize it. The reactants are: [NH2:1][C:2]1[CH:3]=[C:4]([C:9]2[N:13]=[C:12]([CH2:14][CH2:15][C:16](=[O:18])[CH3:17])[O:11][N:10]=2)[CH:5]=[CH:6][C:7]=1[F:8].[CH3:19][Li]. (7) Given the product [CH3:1][O:2][C:3](=[O:23])[C:4]([C:16]1[CH:17]=[CH:18][C:19]([O:22][C:27]2[CH:34]=[CH:33][C:30]([CH:31]=[O:32])=[CH:29][CH:28]=2)=[CH:20][CH:21]=1)=[CH:5][C:6]1[CH:7]=[C:8]([O:14][CH3:15])[CH:9]=[C:10]([O:12][CH3:13])[CH:11]=1, predict the reactants needed to synthesize it. The reactants are: [CH3:1][O:2][C:3](=[O:23])[C:4]([C:16]1[CH:21]=[CH:20][C:19]([OH:22])=[CH:18][CH:17]=1)=[CH:5][C:6]1[CH:11]=[C:10]([O:12][CH3:13])[CH:9]=[C:8]([O:14][CH3:15])[CH:7]=1.[H-].[Na+].F[C:27]1[CH:34]=[CH:33][C:30]([CH:31]=[O:32])=[CH:29][CH:28]=1.